From a dataset of Forward reaction prediction with 1.9M reactions from USPTO patents (1976-2016). Predict the product of the given reaction. (1) The product is: [Br:1][C:2]1[CH:3]=[CH:4][C:5]([C:8]2([CH3:9])[O:25][CH2:24][CH2:23][O:10]2)=[CH:6][N:7]=1. Given the reactants [Br:1][C:2]1[N:7]=[CH:6][C:5]([C:8](=[O:10])[CH3:9])=[CH:4][CH:3]=1.O.C1(C)C=CC(S(O)(=O)=O)=CC=1.[CH2:23](O)[CH2:24][OH:25], predict the reaction product. (2) Given the reactants Br[C:2]1[CH:20]=[CH:19][C:5]2[N:6]=[C:7]([C@H:9]3[CH2:12][C@H:11]([N:13]4[CH2:18][CH2:17][CH2:16][CH2:15][CH2:14]4)[CH2:10]3)[S:8][C:4]=2[CH:3]=1.[NH2:21][C:22]1[N:27]=[CH:26][CH:25]=[CH:24][N:23]=1.C1(P(C2C=CC=CC=2)C2C=CC3C(=CC=CC=3)C=2C2C3C(=CC=CC=3)C=CC=2P(C2C=CC=CC=2)C2C=CC=CC=2)C=CC=CC=1.CC(C)([O-])C.[Na+], predict the reaction product. The product is: [N:13]1([CH:11]2[CH2:12][CH:9]([C:7]3[S:8][C:4]4[CH:3]=[C:2]([NH:21][C:22]5[N:27]=[CH:26][CH:25]=[CH:24][N:23]=5)[CH:20]=[CH:19][C:5]=4[N:6]=3)[CH2:10]2)[CH2:18][CH2:17][CH2:16][CH2:15][CH2:14]1. (3) Given the reactants [OH:1][C:2]1[C:11]2[C:6](=[CH:7][CH:8]=[CH:9][CH:10]=2)[CH:5]=[CH:4][C:3]=1[OH:12].[OH:13]C1C2C(=CC=CC=2)C=C(O)C=1.OC1C2C(=CC=CC=2)C(O)=CC=1.OC1C2C(=C(O)C=CC=2)C=CC=1.OC1C2C(=CC(O)=CC=2)C=CC=1.OC1C2C(=CC=C(O)C=2)C=CC=1.OC1C2C(=CC=CC=2O)C=CC=1.C1C=CC2C(=CC=CC=2O)C=1, predict the reaction product. The product is: [OH:13][C:4]1[C:3]([OH:12])=[C:2]([OH:1])[C:11]2[C:6]([CH:5]=1)=[CH:7][CH:8]=[CH:9][CH:10]=2. (4) Given the reactants [Cl:1][C:2]1[CH:3]=[C:4]([C:9]2[CH:14]=[CH:13][C:12]([CH2:15][C:16]3[C:17](=[O:28])[N:18]([CH3:27])[C:19]4[C:24]([C:25]=3[OH:26])=[CH:23][CH:22]=[CH:21][CH:20]=4)=[CH:11][CH:10]=2)[CH:5]=[CH:6][C:7]=1[F:8].C([O-])([O-])=O.[Cs+].[Cs+].Cl[C:36]([F:42])([F:41])C(OC)=O, predict the reaction product. The product is: [Cl:1][C:2]1[CH:3]=[C:4]([C:9]2[CH:14]=[CH:13][C:12]([CH2:15][C:16]3[C:17](=[O:28])[N:18]([CH3:27])[C:19]4[C:24]([C:25]=3[O:26][CH:36]([F:42])[F:41])=[CH:23][CH:22]=[CH:21][CH:20]=4)=[CH:11][CH:10]=2)[CH:5]=[CH:6][C:7]=1[F:8]. (5) Given the reactants [CH2:1]([N:3]([CH2:11][C:12]1[CH:13]=[N:14][CH:15]=[C:16]([C:19]2[CH:20]=[C:21]3[C:25](=[CH:26][CH:27]=2)[N:24]([CH:28]2[CH2:33][CH2:32][CH2:31][CH2:30][O:29]2)[N:23]=[C:22]3[C:34]2[NH:35][C:36]([C:39]([NH:41][CH2:42]C3C=NC=CC=3)=[O:40])=[CH:37][N:38]=2)[C:17]=1[CH3:18])[C:4](=[O:10])[O:5][C:6]([CH3:9])([CH3:8])[CH3:7])[CH3:2].C(OC(N(CC1C(C)=C(C2C=C3C(=CC=2)N(C2CCCCO2)N=C3C2NC(C(O)=O)=CN=2)C=NC=1)CC)=O)(C)(C)C.C(N(C(C)C)CC)(C)C.[OH:99][C:100]1([C:106]2[CH:111]=[CH:110][CH:109]=[CH:108][CH:107]=2)[CH2:105]CN[CH2:102][CH2:101]1.CN(C(ON1N=NC2C=CC=NC1=2)=[N+](C)C)C.F[P-](F)(F)(F)(F)F, predict the reaction product. The product is: [CH2:1]([N:3]([CH2:11][C:12]1[CH:13]=[N:14][CH:15]=[C:16]([C:19]2[CH:20]=[C:21]3[C:25](=[CH:26][CH:27]=2)[N:24]([CH:28]2[CH2:33][CH2:32][CH2:31][CH2:30][O:29]2)[N:23]=[C:22]3[C:34]2[NH:35][C:36]([C:39]([N:41]3[CH2:102][CH2:101][C:100]([OH:99])([C:106]4[CH:111]=[CH:110][CH:109]=[CH:108][CH:107]=4)[CH2:105][CH2:42]3)=[O:40])=[CH:37][N:38]=2)[C:17]=1[CH3:18])[C:4](=[O:10])[O:5][C:6]([CH3:9])([CH3:8])[CH3:7])[CH3:2]. (6) Given the reactants O.O.[Sn](Cl)Cl.[F:6][C:7]1[CH:23]=[CH:22][C:10]([C:11]([C:13]2[CH:18]=[CH:17][C:16]([N+:19]([O-])=O)=[CH:15][CH:14]=2)=[O:12])=[CH:9][CH:8]=1, predict the reaction product. The product is: [NH2:19][C:16]1[CH:17]=[CH:18][C:13]([C:11](=[O:12])[C:10]2[CH:22]=[CH:23][C:7]([F:6])=[CH:8][CH:9]=2)=[CH:14][CH:15]=1. (7) Given the reactants C[O:2][C:3](=[O:29])[CH2:4][CH2:5][C:6]1[CH:11]=[CH:10][C:9]([O:12][CH2:13][CH2:14][C:15]2[N:16]=[C:17]([C:21]3[CH:26]=[CH:25][CH:24]=[CH:23][CH:22]=3)[O:18][C:19]=2[CH3:20])=[C:8]([CH2:27][NH2:28])[CH:7]=1.FC(F)(F)C(O)=O.C(N(CC)CC)C.[Cl:44][C:45]1[S:46][C:47]([Cl:53])=[CH:48][C:49]=1[C:50](Cl)=[O:51].CNCCNC, predict the reaction product. The product is: [Cl:44][C:45]1[S:46][C:47]([Cl:53])=[CH:48][C:49]=1[C:50]([NH:28][CH2:27][C:8]1[CH:7]=[C:6]([CH2:5][CH2:4][C:3]([OH:2])=[O:29])[CH:11]=[CH:10][C:9]=1[O:12][CH2:13][CH2:14][C:15]1[N:16]=[C:17]([C:21]2[CH:26]=[CH:25][CH:24]=[CH:23][CH:22]=2)[O:18][C:19]=1[CH3:20])=[O:51]. (8) Given the reactants [Cl:1][C:2]1[C:3]([C:15]([N:17]2[CH2:21][CH2:20][CH2:19][CH2:18]2)=[O:16])=[C:4]([CH2:8][N:9]2[CH2:14][CH2:13][NH:12][CH2:11][CH2:10]2)[CH:5]=[CH:6][CH:7]=1.[C:22](=O)([O:31]N1C(=O)CCC1=O)[O:23][N:24]1[C:28](=[O:29])[CH2:27][CH2:26][C:25]1=[O:30].C(N(CC)CC)C, predict the reaction product. The product is: [Cl:1][C:2]1[C:3]([C:15]([N:17]2[CH2:21][CH2:20][CH2:19][CH2:18]2)=[O:16])=[C:4]([CH2:8][N:9]2[CH2:10][CH2:11][N:12]([C:22]([O:23][N:24]3[C:28](=[O:29])[CH2:27][CH2:26][C:25]3=[O:30])=[O:31])[CH2:13][CH2:14]2)[CH:5]=[CH:6][CH:7]=1. (9) Given the reactants [S:1]1[CH:5]=[CH:4][C:3]([CH2:6][CH2:7][NH:8][C:9](=[O:15])[O:10][C:11]([CH3:14])([CH3:13])[CH3:12])=[CH:2]1.C=O.[CH3:18]C1C=CC(S(O)(=O)=O)=CC=1, predict the reaction product. The product is: [S:1]1[C:2]2[CH2:18][N:8]([C:9]([O:10][C:11]([CH3:12])([CH3:14])[CH3:13])=[O:15])[CH2:7][CH2:6][C:3]=2[CH:4]=[CH:5]1.